Task: Predict the product of the given reaction.. Dataset: Forward reaction prediction with 1.9M reactions from USPTO patents (1976-2016) (1) Given the reactants Br[C:2]1[CH:3]=[N:4][C:5]2[N:6]([CH:8]=[CH:9][N:10]=2)[CH:7]=1.[CH:11]1([NH2:17])[CH2:16][CH2:15][CH2:14][CH2:13][CH2:12]1.C(=O)([O-])[O-].[K+].[K+], predict the reaction product. The product is: [CH:11]1([NH:17][C:2]2[CH:3]=[N:4][C:5]3[N:6]([CH:8]=[CH:9][N:10]=3)[CH:7]=2)[CH2:16][CH2:15][CH2:14][CH2:13][CH2:12]1. (2) Given the reactants [N+:1]([O-:4])(O)=[O:2].[F:5][C:6]([F:37])([F:36])[C:7]1[CH:8]=[C:9]([C@H:17]2[O:21][C:20](=[O:22])[N:19]([CH2:23][C:24]3[C:33]([I:34])=[CH:32][C:31]4[C:26](=[CH:27][CH:28]=[CH:29][CH:30]=4)[CH:25]=3)[C@H:18]2[CH3:35])[CH:10]=[C:11]([C:13]([F:16])([F:15])[F:14])[CH:12]=1, predict the reaction product. The product is: [F:37][C:6]([F:5])([F:36])[C:7]1[CH:8]=[C:9]([C@H:17]2[O:21][C:20](=[O:22])[N:19]([CH2:23][C:24]3[C:33]([I:34])=[CH:32][C:31]4[C:26](=[CH:27][CH:28]=[CH:29][C:30]=4[N+:1]([O-:4])=[O:2])[CH:25]=3)[C@H:18]2[CH3:35])[CH:10]=[C:11]([C:13]([F:15])([F:16])[F:14])[CH:12]=1. (3) The product is: [CH3:14][CH:13]([CH3:15])[CH2:12][CH2:11][NH:10][C:8]([C:5]1[N:6]=[N:7][C:2]([N:27]2[CH2:28][CH2:29][CH:24]([CH2:23][CH2:22][C:16]3[CH:21]=[CH:20][CH:19]=[CH:18][CH:17]=3)[CH2:25][CH2:26]2)=[CH:3][CH:4]=1)=[O:9]. Given the reactants Cl[C:2]1[N:7]=[N:6][C:5]([C:8]([NH:10][CH2:11][CH2:12][CH:13]([CH3:15])[CH3:14])=[O:9])=[CH:4][CH:3]=1.[C:16]1([CH2:22][CH2:23][CH:24]2[CH2:29][CH2:28][NH:27][CH2:26][CH2:25]2)[CH:21]=[CH:20][CH:19]=[CH:18][CH:17]=1, predict the reaction product. (4) Given the reactants [F:1]C(F)(F)C(C(F)(F)F)=C(C(F)(F)C(F)(F)F)C(F)(C(F)(F)F)C(F)(F)F.FC([Si](C)(C)C)(F)F.[F-].[K+].FC(F)(F)F.[F:43][C:44]([F:75])([F:74])[C:45](C(F)(F)F)=[C:46]([C:60]([F:69])([C:65]([F:68])([F:67])[F:66])[C:61]([F:64])([F:63])[F:62])[C:47]([C:56]([F:59])([F:58])[F:57])([C:52]([F:55])([F:54])[F:53])[C:48]([F:51])([F:50])[F:49], predict the reaction product. The product is: [F:75][C:44]([F:43])([F:74])[C:45]([F:1])=[C:46]([C:60]([F:69])([C:61]([F:64])([F:62])[F:63])[C:65]([F:67])([F:68])[F:66])[C:47]([C:56]([F:59])([F:57])[F:58])([C:48]([F:51])([F:49])[F:50])[C:52]([F:53])([F:55])[F:54]. (5) Given the reactants [Br:1][C:2]1[CH:3]=[N:4][CH:5]=[C:6]([CH:9]=1)[CH:7]=[O:8].[F:10][C:11]([Si](C)(C)C)([F:13])[F:12].[F-].C([N+](CCCC)(CCCC)CCCC)CCC, predict the reaction product. The product is: [Br:1][C:2]1[CH:9]=[C:6]([CH:7]([OH:8])[C:11]([F:13])([F:12])[F:10])[CH:5]=[N:4][CH:3]=1.